Dataset: Peptide-MHC class II binding affinity with 134,281 pairs from IEDB. Task: Regression. Given a peptide amino acid sequence and an MHC pseudo amino acid sequence, predict their binding affinity value. This is MHC class II binding data. (1) The peptide sequence is QIGNRPGPSRGVQGF. The MHC is HLA-DQA10501-DQB10303 with pseudo-sequence HLA-DQA10501-DQB10303. The binding affinity (normalized) is 0.441. (2) The binding affinity (normalized) is 0.376. The peptide sequence is YWFAPGAGAAPLSWS. The MHC is HLA-DQA10501-DQB10201 with pseudo-sequence HLA-DQA10501-DQB10201. (3) The peptide sequence is KLGEVSWEEEAEISG. The MHC is DRB1_0301 with pseudo-sequence DRB1_0301. The binding affinity (normalized) is 0.309.